Dataset: NCI-60 drug combinations with 297,098 pairs across 59 cell lines. Task: Regression. Given two drug SMILES strings and cell line genomic features, predict the synergy score measuring deviation from expected non-interaction effect. (1) Drug 1: C1C(C(OC1N2C=NC3=C(N=C(N=C32)Cl)N)CO)O. Drug 2: C1CCC(C(C1)N)N.C(=O)(C(=O)[O-])[O-].[Pt+4]. Cell line: SK-MEL-28. Synergy scores: CSS=30.8, Synergy_ZIP=-7.35, Synergy_Bliss=-8.99, Synergy_Loewe=-11.6, Synergy_HSA=-4.55. (2) Drug 1: CNC(=O)C1=CC=CC=C1SC2=CC3=C(C=C2)C(=NN3)C=CC4=CC=CC=N4. Drug 2: CC1C(C(CC(O1)OC2CC(CC3=C2C(=C4C(=C3O)C(=O)C5=C(C4=O)C(=CC=C5)OC)O)(C(=O)C)O)N)O.Cl. Cell line: SF-295. Synergy scores: CSS=50.7, Synergy_ZIP=10.2, Synergy_Bliss=10.2, Synergy_Loewe=6.60, Synergy_HSA=12.5. (3) Drug 1: CS(=O)(=O)C1=CC(=C(C=C1)C(=O)NC2=CC(=C(C=C2)Cl)C3=CC=CC=N3)Cl. Drug 2: CNC(=O)C1=NC=CC(=C1)OC2=CC=C(C=C2)NC(=O)NC3=CC(=C(C=C3)Cl)C(F)(F)F. Cell line: SNB-19. Synergy scores: CSS=21.1, Synergy_ZIP=-7.87, Synergy_Bliss=-6.60, Synergy_Loewe=-21.7, Synergy_HSA=-9.67. (4) Drug 1: C#CCC(CC1=CN=C2C(=N1)C(=NC(=N2)N)N)C3=CC=C(C=C3)C(=O)NC(CCC(=O)O)C(=O)O. Drug 2: C1CNP(=O)(OC1)N(CCCl)CCCl. Cell line: NCIH23. Synergy scores: CSS=3.25, Synergy_ZIP=-1.43, Synergy_Bliss=-0.258, Synergy_Loewe=4.08, Synergy_HSA=-1.10. (5) Drug 1: COC1=NC(=NC2=C1N=CN2C3C(C(C(O3)CO)O)O)N. Drug 2: C1C(C(OC1N2C=NC(=NC2=O)N)CO)O. Cell line: DU-145. Synergy scores: CSS=-4.87, Synergy_ZIP=3.14, Synergy_Bliss=4.51, Synergy_Loewe=-74.6, Synergy_HSA=-2.13. (6) Drug 1: C1CC(=O)NC(=O)C1N2CC3=C(C2=O)C=CC=C3N. Drug 2: CC1C(C(CC(O1)OC2CC(OC(C2O)C)OC3=CC4=CC5=C(C(=O)C(C(C5)C(C(=O)C(C(C)O)O)OC)OC6CC(C(C(O6)C)O)OC7CC(C(C(O7)C)O)OC8CC(C(C(O8)C)O)(C)O)C(=C4C(=C3C)O)O)O)O. Cell line: PC-3. Synergy scores: CSS=0.762, Synergy_ZIP=-2.43, Synergy_Bliss=-4.97, Synergy_Loewe=-5.18, Synergy_HSA=-5.17. (7) Drug 1: CC1=C(C(=CC=C1)Cl)NC(=O)C2=CN=C(S2)NC3=CC(=NC(=N3)C)N4CCN(CC4)CCO. Drug 2: C1=CN(C=N1)CC(O)(P(=O)(O)O)P(=O)(O)O. Cell line: T-47D. Synergy scores: CSS=5.08, Synergy_ZIP=0.752, Synergy_Bliss=4.43, Synergy_Loewe=2.66, Synergy_HSA=3.09. (8) Drug 1: C1=CN(C(=O)N=C1N)C2C(C(C(O2)CO)O)O.Cl. Drug 2: CC12CCC3C(C1CCC2O)C(CC4=C3C=CC(=C4)O)CCCCCCCCCS(=O)CCCC(C(F)(F)F)(F)F. Cell line: HT29. Synergy scores: CSS=49.8, Synergy_ZIP=-1.01, Synergy_Bliss=-3.83, Synergy_Loewe=-30.0, Synergy_HSA=-0.176. (9) Drug 1: C1=CN(C(=O)N=C1N)C2C(C(C(O2)CO)O)O.Cl. Cell line: OVCAR-4. Synergy scores: CSS=0.989, Synergy_ZIP=-0.277, Synergy_Bliss=4.22, Synergy_Loewe=1.46, Synergy_HSA=1.50. Drug 2: CCC1=C2CN3C(=CC4=C(C3=O)COC(=O)C4(CC)O)C2=NC5=C1C=C(C=C5)O. (10) Drug 1: CNC(=O)C1=NC=CC(=C1)OC2=CC=C(C=C2)NC(=O)NC3=CC(=C(C=C3)Cl)C(F)(F)F. Cell line: SNB-75. Drug 2: CN1C2=C(C=C(C=C2)N(CCCl)CCCl)N=C1CCCC(=O)O.Cl. Synergy scores: CSS=-1.08, Synergy_ZIP=1.43, Synergy_Bliss=1.70, Synergy_Loewe=0.192, Synergy_HSA=-0.425.